Dataset: Peptide-MHC class I binding affinity with 185,985 pairs from IEDB/IMGT. Task: Regression. Given a peptide amino acid sequence and an MHC pseudo amino acid sequence, predict their binding affinity value. This is MHC class I binding data. (1) The peptide sequence is NWDWGVFFK. The MHC is HLA-A11:01 with pseudo-sequence HLA-A11:01. The binding affinity (normalized) is 0.596. (2) The peptide sequence is KLITFLFVI. The MHC is HLA-A32:01 with pseudo-sequence HLA-A32:01. The binding affinity (normalized) is 1.00. (3) The peptide sequence is FLPSDYFPSF. The MHC is HLA-A02:07 with pseudo-sequence HLA-A02:07. The binding affinity (normalized) is 0.115. (4) The MHC is HLA-A11:01 with pseudo-sequence HLA-A11:01. The binding affinity (normalized) is 0.642. The peptide sequence is GTLSYDNLK. (5) The peptide sequence is SSCSSCPLSKI. The MHC is HLA-A68:02 with pseudo-sequence HLA-A68:02. The binding affinity (normalized) is 0.0898. (6) The peptide sequence is YQAVVPLVY. The MHC is Patr-A0901 with pseudo-sequence Patr-A0901. The binding affinity (normalized) is 0.173.